Dataset: Full USPTO retrosynthesis dataset with 1.9M reactions from patents (1976-2016). Task: Predict the reactants needed to synthesize the given product. Given the product [C:34]([N:2]1[CH2:3][CH:4]2[CH2:23][CH2:24][CH:1]1[CH:6]=[C:5]2[C:7]1[N:12]=[C:11]2[N:13]([CH3:22])[C:14](=[O:21])[N:15]([CH2:16][C:17]([CH3:19])([CH3:20])[CH3:18])[C:10]2=[CH:9][CH:8]=1)(=[O:36])[CH3:35], predict the reactants needed to synthesize it. The reactants are: [CH:1]12[CH2:24][CH2:23][CH:4]([C:5]([C:7]3[N:12]=[C:11]4[N:13]([CH3:22])[C:14](=[O:21])[N:15]([CH2:16][C:17]([CH3:20])([CH3:19])[CH3:18])[C:10]4=[CH:9][CH:8]=3)=[CH:6]1)[CH2:3][NH:2]2.CCN(C(C)C)C(C)C.[C:34](Cl)(=[O:36])[CH3:35].